This data is from Reaction yield outcomes from USPTO patents with 853,638 reactions. The task is: Predict the reaction yield, written as a fraction of the theoretical maximum amount of product (1.0 means a 100% yield; for example, 0.34 means a 34% yield). (1) The reactants are [F:1][C:2]([F:13])([F:12])[C:3]1[N:4]=[CH:5][C:6]([C:9]([OH:11])=O)=[N:7][CH:8]=1.ClC(N(C)C)=C(C)C.C(N(C(C)C)C(C)C)C.[C:31]([O:35][C:36]([N:38]1[CH2:43][CH2:42][O:41][C@H:40]([C:44]2[CH:49]=[CH:48][C:47]([NH2:50])=[CH:46][C:45]=2[C:51]#[N:52])[CH2:39]1)=[O:37])([CH3:34])([CH3:33])[CH3:32]. The catalyst is ClCCl.CN(C=O)C. The product is [C:31]([O:35][C:36]([N:38]1[CH2:43][CH2:42][O:41][C@H:40]([C:44]2[CH:49]=[CH:48][C:47]([NH:50][C:9]([C:6]3[CH:5]=[N:4][C:3]([C:2]([F:1])([F:13])[F:12])=[CH:8][N:7]=3)=[O:11])=[CH:46][C:45]=2[C:51]#[N:52])[CH2:39]1)=[O:37])([CH3:34])([CH3:32])[CH3:33]. The yield is 0.860. (2) The reactants are [Mg].[CH3:2][C:3]1[S:7][CH:6]=[C:5](/[CH:8]=[C:9](/[C@H:11]2[O:29][C:27](=[O:28])[CH2:26][C@H:25]([OH:30])[C:24]([CH3:32])([CH3:31])[C:22](=[O:23])[C@H:21]([CH3:33])[C@@H:20]([OH:34])[C@@H:19]([CH3:35])[CH2:18][CH2:17][CH2:16][C@H:14]3O[C@H:13]3[CH2:12]2)\[CH3:10])[N:4]=1. The catalyst is [Cl-].[Cl-].C1([Ti+2]C2C=CC=C2)C=CC=C1.C1COCC1. The product is [CH3:2][C:3]1[S:7][CH:6]=[C:5](/[CH:8]=[C:9](/[C@H:11]2[O:29][C:27](=[O:28])[CH2:26][C@H:25]([OH:30])[C:24]([CH3:32])([CH3:31])[C:22](=[O:23])[C@H:21]([CH3:33])[C@@H:20]([OH:34])[C@@H:19]([CH3:35])[CH2:18][CH2:17][CH2:16][CH:14]=[CH:13][CH2:12]2)\[CH3:10])[N:4]=1. The yield is 0.800.